Dataset: Experimentally validated miRNA-target interactions with 360,000+ pairs, plus equal number of negative samples. Task: Binary Classification. Given a miRNA mature sequence and a target amino acid sequence, predict their likelihood of interaction. (1) Result: 0 (no interaction). The miRNA is cel-miR-43-3p with sequence UAUCACAGUUUACUUGCUGUCGC. The protein sequence of the target gene is MEFDCEGLRRLLGKYKFRDLTVEELRNVNVFFPHFKYSMDTYVFKDSSQKDLLNFTGTIPVMYQGNTYNIPIRFWILDSHPFAPPICFLKPTANMGILVGKHVDAQGRIYLPYLQNWSHPKSVIVGLIKEMIAKFQEELPMYSLSSSDEARQVDLLAYIAKITEGVSDTNSKSWANHENKTVNKITVVGGGELGIACTLAISAKGIADRLVLLDLSEGTKGATMDLEIFNLPNVEISKDLSASAHSKVVIFTVNSLGSSQSYLDVVQSNVDMFRALVPALGHYSQHSVLLVASQPVEIMT.... (2) The miRNA is hsa-miR-106b-5p with sequence UAAAGUGCUGACAGUGCAGAU. The protein sequence of the target gene is MDDRYPALQRAQLRLDFIHANSTTHSFLFGALAELLDNARDAGAERLDVFSVDNEKLQGGFMLCFLDDGCGMSPEEASDIIYFGRSKKRLSTLKFIGQYGNGLKSGSMRIGKDFILFTKKEETMTCVFFSQTFCEEESLSEVVVPMPSWLIRTRESVTDDPQKFAMELSIIYKYSPFKTEAELMQQFDVIYGKCGTLLVIYNLKLLLNGEPELDVKTDKEDILMAGALEDFPARWSFRAYTSVLYFNPWMRIFIQAKRVKTKHLCYCLYRPRKYLYVTSSFKGAFKDEVKKAEEAVKIAE.... Result: 1 (interaction). (3) The miRNA is hsa-miR-95-5p with sequence UCAAUAAAUGUCUGUUGAAUU. The protein sequence of the target gene is MEKSVAETENGDAFLELKKLPTSKSPHRYTKEELLDIKERPYSKQRPSCLSEKYDSDGVWDPEKWHASLYPASGRSSPVESLKKESESDRPSLVRRIADPRERVKEDDLDVVLSPQRRSFGGGCHVTAAVSSRRSGSPLEKDSDGLRLLGGRRIGSGRIISARAFEKDHRLSDKDLRDLRDRDRERDYKDKRFRREFGDSKRVFGERRRNDSYTEEEPEWFSAGPTSQSETIELTGFDDKILEEDHKGRKRTRRRTASVKEGIVECNGGVAEEDEVEVILAQEPSADQEVPRDVILPEQS.... Result: 0 (no interaction). (4) The miRNA is mmu-miR-511-5p with sequence AUGCCUUUUGCUCUGCACUCA. The protein sequence of the target gene is MDLLKLNRSLQGPGPGSGSSLCRPGVSLLNSSSAGNLSCETPRIRGTGTRELELTIRITLYAVIFLMSVGGNVLIIVVLGLSRRLRTVTNAFLLSLAVSDLLLAVACMPFTLLPNLMGTFIFGTVICKAVSYLMGVSVSVSTLNLAAIALERYSAICRPLQARVWQTRSHAARVILATWLLSGLLMVPYPVYTVVQPVGPRILQCMHLWPSERVQQMWSVLLLILLFFIPGVVMAVAYGLISRELYLGLRFDGDNDSETQSRVRNQGGLPGGAAAPGPVHQNGGCRHVTSLTGEDSDGCY.... Result: 0 (no interaction). (5) The miRNA is hsa-miR-571 with sequence UGAGUUGGCCAUCUGAGUGAG. Result: 0 (no interaction). The protein sequence of the target gene is MNLPRAERPRSTPQRSLRDSDGEDGKIDVLGEEEDEDEVEDEEEEASQKFLEQSLQPGLQVARWGGVALPREHIEGGGPSDPSEFGTEFRAPPRSAAASEDARQPAKPPYSYIALITMAILQSPHKRLTLSGICAFISGRFPYYRRKFPAWQNSIRHNLSLNDCFVKIPREPGHPGKGTYWSLDPASQDMFDNGSFLRRRKRFKRHQLTPGAHLPHPFPLPAAHAALHNPRPGPLLGAPALPQPVPGAYPNTAPGRRPYALLHPHPPRYLLLSAPAYAGAPKKAEGADLATPGTLPVLQP.... (6) The miRNA is hsa-miR-548b-3p with sequence CAAGAACCUCAGUUGCUUUUGU. The protein sequence of the target gene is MAAAAAETPEVLRECGCKGIRTCLICERQRGSDPPWELPPAKTYRFIYCSDTGWAVGTEESDFEGWAFPFPGVMLIEDFVTREEEAELVRLMDRDPWKLSQSGRRKQDYGPKVNFRKQKLKTEGFCGLPSFSREVVRRMGLYPGLEGFRPVEQCNLDYCPERGSAIDPHLDDAWLWGERLVSLNLLSPTVLSMCREAPGSLLLCSAPSAAPEALVDSVIAPSRSVLCQEVEVAIPLPARSLLVLTGAARHQWKHAIHRRHIEARRVCVTFRELSAEFGPGGRQQELGQELLRIALSFQGR.... Result: 0 (no interaction). (7) The miRNA is hsa-miR-4513 with sequence AGACUGACGGCUGGAGGCCCAU. The protein sequence of the target gene is MPHRKERPSGSSLHTHGSTGTAEGGNMSRLSLTRSPVSPLAAQGIPLPAQLTKSNAPVHIDVGGHMYTSSLATLTKYPDSRISRLFNGTEPIVLDSLKQHYFIDRDGEIFRYVLSFLRTSKLLLPDDFKDFSLLYEEARYYQLQPMVRELERWQQEQEQRRRSRACDCLVVRVTPDLGERIALSGEKALIEEVFPETGDVMCNSVNAGWNQDPTHVIRFPLNGYCRLNSVQVLERLFQRGFSVAASCGGGVDSSQFSEYVLCREERRPQPTPTAVRIKQEPLD. Result: 1 (interaction).